Task: Predict the reactants needed to synthesize the given product.. Dataset: Full USPTO retrosynthesis dataset with 1.9M reactions from patents (1976-2016) (1) Given the product [Cl:16][C:14]1[CH:13]=[CH:12][C:4]2[N:5]=[C:6]([NH:8][C:9](=[O:11])[CH3:10])[N:7]=[C:2]([CH:33]3[CH2:28][CH2:26]3)[C:3]=2[N:15]=1, predict the reactants needed to synthesize it. The reactants are: Cl[C:2]1[C:3]2[N:15]=[C:14]([Cl:16])[CH:13]=[CH:12][C:4]=2[N:5]=[C:6]([NH:8][C:9](=[O:11])[CH3:10])[N:7]=1.ClC1N=C(Cl)C2N=[C:26]([C:28]3[CH:33]=CC(F)=CC=3)C=CC=2N=1. (2) Given the product [Br:11][C:9]1[CH:8]=[N:7][C:6]2=[C:2]([N:12]3[CH2:16][CH2:15][CH2:14][CH2:13]3)[S:3][N:4]=[C:5]2[CH:10]=1, predict the reactants needed to synthesize it. The reactants are: Br[C:2]1[S:3][N:4]=[C:5]2[CH:10]=[C:9]([Br:11])[CH:8]=[N:7][C:6]=12.[NH:12]1[CH2:16][CH2:15][CH2:14][CH2:13]1.